Predict the reactants needed to synthesize the given product. From a dataset of Full USPTO retrosynthesis dataset with 1.9M reactions from patents (1976-2016). (1) Given the product [CH2:1]([O:3][C:4]([C:6]1[C:10]([Br:11])=[C:9]([N+:12]([O-:14])=[O:13])[S:8][CH:7]=1)=[O:5])[CH3:2], predict the reactants needed to synthesize it. The reactants are: [CH2:1]([O:3][C:4]([C:6]1[C:10]([Br:11])=[CH:9][S:8][CH:7]=1)=[O:5])[CH3:2].[N+:12]([O-])([OH:14])=[O:13]. (2) Given the product [ClH:1].[ClH:27].[Cl:27][C:28]1[CH:34]=[C:33]([Cl:35])[C:32]([O:36][CH3:37])=[CH:31][C:29]=1[NH:30][C:2]1[C:11]2[C:6](=[CH:7][C:8]3[CH:15]=[C:14]([O:16][CH2:17][CH2:18][N:19]4[CH2:20][CH2:21][O:22][CH2:23][CH2:24]4)[C:13]([O:25][CH3:26])=[CH:12][C:9]=3[CH:10]=2)[N:5]=[CH:4][N:3]=1, predict the reactants needed to synthesize it. The reactants are: [Cl:1][C:2]1[C:11]2[C:6](=[CH:7][C:8]3[CH:15]=[C:14]([O:16][CH2:17][CH2:18][N:19]4[CH2:24][CH2:23][O:22][CH2:21][CH2:20]4)[C:13]([O:25][CH3:26])=[CH:12][C:9]=3[CH:10]=2)[N:5]=[CH:4][N:3]=1.[Cl:27][C:28]1[CH:34]=[C:33]([Cl:35])[C:32]([O:36][CH3:37])=[CH:31][C:29]=1[NH2:30].Cl.N1C=CC=CC=1. (3) Given the product [Cl:22][CH2:23][CH2:24][C@@H:25]([OH:26])[C@H:2]([CH3:3])[C:1]([N:5]1[C:9]2[CH:10]=[CH:11][CH:12]=[CH:13][C:8]=2[O:7][C:6]1=[O:14])=[O:4], predict the reactants needed to synthesize it. The reactants are: [C:1]([N:5]1[C:9]2[CH:10]=[CH:11][CH:12]=[CH:13][C:8]=2[O:7][C:6]1=[O:14])(=[O:4])[CH2:2][CH3:3].C(N(CC)CC)C.[Cl:22][CH2:23][CH2:24][CH:25]=[O:26]. (4) Given the product [NH2:10][CH:11]([C:14]1[N:23]([C:24]2[CH:25]=[CH:26][CH:27]=[CH:28][CH:29]=2)[C:22](=[O:30])[C:21]2[C:16](=[CH:17][CH:18]=[CH:19][C:20]=2[CH3:31])[N:15]=1)[CH2:12][CH3:13], predict the reactants needed to synthesize it. The reactants are: C(OC(=O)[NH:10][CH:11]([C:14]1[N:23]([C:24]2[CH:29]=[CH:28][CH:27]=[CH:26][CH:25]=2)[C:22](=[O:30])[C:21]2[C:16](=[CH:17][CH:18]=[CH:19][C:20]=2[CH3:31])[N:15]=1)[CH2:12][CH3:13])C1C=CC=CC=1. (5) Given the product [CH3:26][O:27][C:28]([CH:30]1[CH2:35][CH2:34][CH:33]([C:36]([N:22]2[CH2:23][CH2:24][N:19]([C:16]3[CH:17]=[CH:18][C:13]([C:12](=[O:25])[NH:11][C:7]4[CH:8]=[CH:9][CH:10]=[C:5]([C:1]([CH3:4])([CH3:2])[CH3:3])[CH:6]=4)=[CH:14][N:15]=3)[CH2:20][CH2:21]2)=[O:37])[CH2:32][CH2:31]1)=[O:29], predict the reactants needed to synthesize it. The reactants are: [C:1]([C:5]1[CH:6]=[C:7]([NH:11][C:12](=[O:25])[C:13]2[CH:18]=[CH:17][C:16]([N:19]3[CH2:24][CH2:23][NH:22][CH2:21][CH2:20]3)=[N:15][CH:14]=2)[CH:8]=[CH:9][CH:10]=1)([CH3:4])([CH3:3])[CH3:2].[CH3:26][O:27][C:28]([C@H:30]1[CH2:35][CH2:34][C@H:33]([C:36](O)=[O:37])[CH2:32][CH2:31]1)=[O:29].CCN=C=NCCCN(C)C. (6) Given the product [CH2:1]([C:3]([C:22]1[CH:27]=[CH:26][C:25]([O:28][CH2:46][C@@H:47]2[O:51][C:50](=[O:52])[CH2:49][CH2:48]2)=[C:24]([CH3:29])[CH:23]=1)([C:6]1[CH:11]=[CH:10][C:9]([CH2:12][CH2:13][CH:14]([C:15]2([CH2:18][CH3:19])[CH2:17][CH2:16]2)[OH:20])=[C:8]([CH3:21])[CH:7]=1)[CH2:4][CH3:5])[CH3:2], predict the reactants needed to synthesize it. The reactants are: [CH2:1]([C:3]([C:22]1[CH:27]=[CH:26][C:25]([OH:28])=[C:24]([CH3:29])[CH:23]=1)([C:6]1[CH:11]=[CH:10][C:9]([CH2:12][CH2:13][CH:14]([OH:20])[C:15]2([CH2:18][CH3:19])[CH2:17][CH2:16]2)=[C:8]([CH3:21])[CH:7]=1)[CH2:4][CH3:5])[CH3:2].C([O-])([O-])=O.[K+].[K+].C1(C)C=CC(S(O[CH2:46][C@@H:47]2[O:51][C:50](=[O:52])[CH2:49][CH2:48]2)(=O)=O)=CC=1. (7) Given the product [Cl:1][C:2]1[CH:3]=[C:4]2[C:9](=[CH:10][CH:11]=1)[CH:8]=[C:7]([S:12]([NH:15][C@H:16]1[CH2:20][CH2:19][N:18]([C@@H:21]([CH3:25])[C:22]([N:30]3[CH2:31][CH2:32][O:33][CH:28]([CH3:27])[CH2:29]3)=[O:24])[C:17]1=[O:26])(=[O:13])=[O:14])[CH:6]=[CH:5]2, predict the reactants needed to synthesize it. The reactants are: [Cl:1][C:2]1[CH:3]=[C:4]2[C:9](=[CH:10][CH:11]=1)[CH:8]=[C:7]([S:12]([NH:15][C@H:16]1[CH2:20][CH2:19][N:18]([C@@H:21]([CH3:25])[C:22]([OH:24])=O)[C:17]1=[O:26])(=[O:14])=[O:13])[CH:6]=[CH:5]2.[CH3:27][CH:28]1[O:33][CH2:32][CH2:31][NH:30][CH2:29]1. (8) Given the product [Cl:1][C:2]1[CH:3]=[C:4]([CH:23]=[CH:24][C:25]=1[Cl:26])[O:5][CH:6]1[CH2:7][CH2:8][N:9]([C@H:12]2[CH2:13][CH2:14][C@H:15]([C:18]([OH:20])=[O:19])[CH2:16][CH2:17]2)[CH2:10][CH2:11]1, predict the reactants needed to synthesize it. The reactants are: [Cl:1][C:2]1[CH:3]=[C:4]([CH:23]=[CH:24][C:25]=1[Cl:26])[O:5][CH:6]1[CH2:11][CH2:10][N:9]([C@H:12]2[CH2:17][CH2:16][C@H:15]([C:18]([O:20]CC)=[O:19])[CH2:14][CH2:13]2)[CH2:8][CH2:7]1.O. (9) Given the product [NH:1]1[C:5]2[CH:6]=[CH:7][C:8]([C:10]([N:24]3[C@@H:25]4[C@@H:20]([C:19]5[CH:18]=[CH:17][CH:16]=[C:15]([O:14][CH3:13])[C:28]=5[CH2:27][CH2:26]4)[CH2:21][CH2:22][CH2:23]3)=[O:12])=[CH:9][C:4]=2[N:3]=[CH:2]1, predict the reactants needed to synthesize it. The reactants are: [NH:1]1[C:5]2[CH:6]=[CH:7][C:8]([C:10]([OH:12])=O)=[CH:9][C:4]=2[N:3]=[CH:2]1.[CH3:13][O:14][C:15]1[C:28]2[CH2:27][CH2:26][C@H:25]3[C@H:20]([CH2:21][CH2:22][CH2:23][NH:24]3)[C:19]=2[CH:18]=[CH:17][CH:16]=1. (10) Given the product [N:18]1([CH:14]([NH:7][C:5](=[O:6])[C:4]2[CH:3]=[C:2]([F:1])[CH:10]=[C:9]([F:11])[CH:8]=2)[C:13]([Cl:17])([Cl:12])[CH3:16])[C:22]2[CH:23]=[CH:24][CH:25]=[CH:26][C:21]=2[N:20]=[N:19]1, predict the reactants needed to synthesize it. The reactants are: [F:1][C:2]1[CH:3]=[C:4]([CH:8]=[C:9]([F:11])[CH:10]=1)[C:5]([NH2:7])=[O:6].[Cl:12][C:13]([Cl:17])([CH3:16])[CH:14]=O.[NH:18]1[C:22]2[CH:23]=[CH:24][CH:25]=[CH:26][C:21]=2[N:20]=[N:19]1.C1(C)C=CC(S(O)(=O)=O)=CC=1.